This data is from Full USPTO retrosynthesis dataset with 1.9M reactions from patents (1976-2016). The task is: Predict the reactants needed to synthesize the given product. (1) Given the product [CH:16]1([CH2:22][N:8]2[C:9]3[C:4](=[CH:3][C:2]([F:1])=[C:11]([F:12])[CH:10]=3)[C:5](=[O:15])[C:6]([C:13]#[N:14])=[CH:7]2)[CH2:21][CH2:20][CH2:19][CH2:18][CH2:17]1, predict the reactants needed to synthesize it. The reactants are: [F:1][C:2]1[CH:3]=[C:4]2[C:9](=[CH:10][C:11]=1[F:12])[NH:8][CH:7]=[C:6]([C:13]#[N:14])[C:5]2=[O:15].[CH:16]1([CH2:22]Cl)[CH2:21][CH2:20][CH2:19][CH2:18][CH2:17]1. (2) Given the product [CH2:1]([O:3][C:4]([C:6]1[N:7]=[C:8]([SH:17])[S:9][C:10]=1[CH:11]([CH3:13])[CH3:12])=[O:5])[CH3:2], predict the reactants needed to synthesize it. The reactants are: [CH2:1]([O:3][C:4]([C:6]1[N:7]=[C:8](Br)[S:9][C:10]=1[CH:11]([CH3:13])[CH3:12])=[O:5])[CH3:2].NC(N)=[S:17]. (3) Given the product [CH3:1][C:2]1([CH3:32])[CH2:11][CH:10]=[C:9]([C:12]2[CH:17]=[CH:16][C:15]([Cl:18])=[CH:14][CH:13]=2)[C:8]2[CH:7]=[C:6]([CH:19]=[CH:20][C:21]3[CH:22]=[CH:23][C:24]([C:25]([OH:27])=[O:26])=[CH:30][CH:31]=3)[CH:5]=[CH:4][C:3]1=2, predict the reactants needed to synthesize it. The reactants are: [CH3:1][C:2]1([CH3:32])[CH2:11][CH:10]=[C:9]([C:12]2[CH:17]=[CH:16][C:15]([Cl:18])=[CH:14][CH:13]=2)[C:8]2[CH:7]=[C:6]([C:19]#[C:20][C:21]3[CH:31]=[CH:30][C:24]([C:25]([O:27]CC)=[O:26])=[CH:23][CH:22]=3)[CH:5]=[CH:4][C:3]1=2.[OH-].[Na+].Cl.